The task is: Predict the reactants needed to synthesize the given product.. This data is from Full USPTO retrosynthesis dataset with 1.9M reactions from patents (1976-2016). (1) Given the product [O:2]1[CH:6]=[CH:5][N:4]=[C:3]1[CH2:7][NH:8][C:17]1[CH2:21][S:20][C:19](=[O:22])[N:18]=1, predict the reactants needed to synthesize it. The reactants are: Cl.[O:2]1[CH:6]=[CH:5][N:4]=[C:3]1[CH2:7][NH2:8].C(N(CC)CC)C.S=[C:17]1[CH2:21][S:20][C:19](=[O:22])[NH:18]1. (2) Given the product [C:1]([O:20][CH2:21][CH2:22][CH2:23][CH2:24][CH3:25])(=[O:19])[CH2:2][CH2:3][CH2:4][CH2:5][CH2:6][CH2:7][CH2:8]/[CH:9]=[CH:10]\[CH2:11][CH2:12][CH2:13][CH2:14][CH2:15][CH2:16][CH2:17][CH3:18], predict the reactants needed to synthesize it. The reactants are: [C:1]([O:20][CH2:21][CH3:22])(=[O:19])[CH2:2][CH2:3][CH2:4][CH2:5][CH2:6][CH2:7][CH2:8]/[CH:9]=[CH:10]\[CH2:11][CH2:12][CH2:13][CH2:14][CH2:15][CH2:16][CH2:17][CH3:18].[CH2:23](O)[CH2:24][CH2:25]CC. (3) The reactants are: [C:1]([O:4][C:5]1[CH:10]=[CH:9][C:8]([C:11]([C:26]2[CH:31]=[CH:30][C:29]([O:32][C:33](=[O:35])[CH3:34])=[CH:28][CH:27]=2)=[C:12]([C:15]2[CH:20]=[CH:19][C:18](/[CH:21]=[CH:22]/[C:23](O)=[O:24])=[CH:17][CH:16]=2)[CH2:13][CH3:14])=[CH:7][CH:6]=1)(=[O:3])[CH3:2].C(Cl)(=O)C(Cl)=O.[NH4+:42].[OH-]. Given the product [C:1]([O:4][C:5]1[CH:10]=[CH:9][C:8]([C:11]([C:26]2[CH:31]=[CH:30][C:29]([O:32][C:33](=[O:35])[CH3:34])=[CH:28][CH:27]=2)=[C:12]([C:15]2[CH:20]=[CH:19][C:18](/[CH:21]=[CH:22]/[C:23]([NH2:42])=[O:24])=[CH:17][CH:16]=2)[CH2:13][CH3:14])=[CH:7][CH:6]=1)(=[O:3])[CH3:2], predict the reactants needed to synthesize it.